From a dataset of Full USPTO retrosynthesis dataset with 1.9M reactions from patents (1976-2016). Predict the reactants needed to synthesize the given product. Given the product [CH3:1][O:2][C:3]([C:5]1[S:6][C:7]([Br:11])=[CH:8][C:9]=1[NH:10][CH:18]1[CH2:19][CH2:20][C:15]2([O:22][CH2:12][CH2:13][O:14]2)[CH2:16][CH2:17]1)=[O:4], predict the reactants needed to synthesize it. The reactants are: [CH3:1][O:2][C:3]([C:5]1[S:6][C:7]([Br:11])=[CH:8][C:9]=1[NH2:10])=[O:4].[CH2:12]1[O:22][C:15]2([CH2:20][CH2:19][C:18](=O)[CH2:17][CH2:16]2)[O:14][CH2:13]1.C([Sn](Cl)(Cl)CCCC)CCC.C1([SiH3])C=CC=CC=1.